Dataset: Forward reaction prediction with 1.9M reactions from USPTO patents (1976-2016). Task: Predict the product of the given reaction. (1) Given the reactants [NH2:1][C:2]1[N:7]=[C:6]([Cl:8])[C:5]([CH:9]([OH:11])[CH3:10])=[C:4]([Cl:12])[N:3]=1, predict the reaction product. The product is: [NH2:1][C:2]1[N:3]=[C:4]([Cl:12])[C:5]([C:9](=[O:11])[CH3:10])=[C:6]([Cl:8])[N:7]=1. (2) Given the reactants C(O[C:6](=O)[N:7]([C@@H:9]1[C@@H:13]([C:14]2[CH:19]=[CH:18][C:17]([Cl:20])=[C:16]([Cl:21])[CH:15]=2)[CH2:12][N:11]([C:22]([CH:24]2[CH2:29][CH2:28][N:27]([C:30]([C:32]3([CH3:35])[CH2:34][CH2:33]3)=[O:31])[CH2:26][CH2:25]2)=[O:23])[CH2:10]1)C)(C)(C)C.FC(F)(F)C(O)=O.C(=O)([O-])[O-].[Na+].[Na+], predict the reaction product. The product is: [Cl:21][C:16]1[CH:15]=[C:14]([C@@H:13]2[C@@H:9]([NH:7][CH3:6])[CH2:10][N:11]([C:22]([CH:24]3[CH2:29][CH2:28][N:27]([C:30]([C:32]4([CH3:35])[CH2:33][CH2:34]4)=[O:31])[CH2:26][CH2:25]3)=[O:23])[CH2:12]2)[CH:19]=[CH:18][C:17]=1[Cl:20]. (3) Given the reactants [CH2:1]([N:3]1[CH2:8][C:7]([CH3:10])([CH3:9])[O:6][C:5](=[O:11])[CH:4]1[CH2:12][C:13]([OH:15])=O)[CH3:2].C(N(C(C)C)CC)(C)C.CN(C(ON1N=NC2C=CC=NC1=2)=[N+](C)C)C.F[P-](F)(F)(F)(F)F.[C:49]1([C:55]2[CH:62]=[CH:61][C:58]([CH2:59][NH2:60])=[CH:57][CH:56]=2)[CH:54]=[CH:53][CH:52]=[CH:51][CH:50]=1, predict the reaction product. The product is: [C:55]1([C:49]2[CH:50]=[CH:51][CH:52]=[CH:53][CH:54]=2)[CH:56]=[CH:57][C:58]([CH2:59][NH:60][C:13](=[O:15])[CH2:12][CH:4]2[C:5](=[O:11])[O:6][C:7]([CH3:9])([CH3:10])[CH2:8][N:3]2[CH2:1][CH3:2])=[CH:61][CH:62]=1. (4) Given the reactants [Cl:1][C:2]1[CH:10]=[C:9]2[C:5]([C:6]([C:11]([C:13]3[C:14](NC4CCCC4)=[N:15][CH:16]=[CH:17][CH:18]=3)=[O:12])=[CH:7][NH:8]2)=[CH:4][CH:3]=1.C1(N)CCCC1.[F:31][C:32]1[CH:39]=[C:38]([F:40])[CH:37]=[CH:36][C:33]=1[CH2:34][NH2:35], predict the reaction product. The product is: [Cl:1][C:2]1[CH:10]=[C:9]2[C:5]([C:6]([C:11]([C:13]3[C:14]([NH:35][CH2:34][C:33]4[CH:36]=[CH:37][C:38]([F:40])=[CH:39][C:32]=4[F:31])=[N:15][CH:16]=[CH:17][CH:18]=3)=[O:12])=[CH:7][NH:8]2)=[CH:4][CH:3]=1.